From a dataset of Catalyst prediction with 721,799 reactions and 888 catalyst types from USPTO. Predict which catalyst facilitates the given reaction. Reactant: [Br:1][C:2]1[CH:3]=[C:4]([CH:9]=[C:10]([Br:12])[N:11]=1)[C:5](OC)=[O:6].[BH4-].[Na+].Cl. Product: [Br:1][C:2]1[CH:3]=[C:4]([CH2:5][OH:6])[CH:9]=[C:10]([Br:12])[N:11]=1. The catalyst class is: 8.